From a dataset of Peptide-MHC class II binding affinity with 134,281 pairs from IEDB. Regression. Given a peptide amino acid sequence and an MHC pseudo amino acid sequence, predict their binding affinity value. This is MHC class II binding data. (1) The peptide sequence is MKTVGDKLEAFTVVAAKPGF. The MHC is DRB1_0401 with pseudo-sequence DRB1_0401. The binding affinity (normalized) is 0.756. (2) The peptide sequence is HGDGLGFLLDAAIRI. The MHC is DRB1_0901 with pseudo-sequence DRB1_0901. The binding affinity (normalized) is 0.416. (3) The peptide sequence is KKKKLALYLLLALSLAS. The MHC is DRB1_1301 with pseudo-sequence DRB1_1301. The binding affinity (normalized) is 0.